The task is: Predict the reactants needed to synthesize the given product.. This data is from Full USPTO retrosynthesis dataset with 1.9M reactions from patents (1976-2016). (1) Given the product [NH2:23][C:22]1[O:36][N:37]=[C:20]([C:17]2[CH:18]=[C:19]3[C:14](=[CH:15][CH:16]=2)[N:13]([CH3:25])[C:12]2[N:26]([CH3:29])[C:27](=[O:28])[C:9]([C:3]4[CH:4]=[CH:5][C:6]([Cl:8])=[CH:7][C:2]=4[Cl:1])=[CH:10][C:11]3=2)[CH:21]=1, predict the reactants needed to synthesize it. The reactants are: [Cl:1][C:2]1[CH:7]=[C:6]([Cl:8])[CH:5]=[CH:4][C:3]=1[C:9]1[C:27](=[O:28])[N:26]([CH3:29])[C:12]2[N:13]([CH3:25])[C:14]3[C:19]([C:11]=2[CH:10]=1)=[CH:18][C:17]([C:20](=O)[CH2:21][C:22]#[N:23])=[CH:16][CH:15]=3.C([O-])(=O)C.[Na+].Cl.[OH:36][NH-:37]. (2) Given the product [Cl:1][C:2]1[C:10]2[C:5](=[CH:6][CH:7]=[C:8]([NH:11][C:12]([C:13]3[CH:52]([C:51]4[CH:54]=[CH:55][C:48]([F:47])=[CH:49][CH:50]=4)[NH:18][C:19](=[O:20])[NH:21][C:14]=3[CH3:15])=[O:17])[CH:9]=2)[NH:4][N:3]=1, predict the reactants needed to synthesize it. The reactants are: [Cl:1][C:2]1[C:10]2[C:5](=[CH:6][CH:7]=[C:8]([NH:11][C:12](=[O:17])[CH2:13][C:14](=O)[CH3:15])[CH:9]=2)[NH:4][N:3]=1.[NH2:18][C:19]([NH2:21])=[O:20].FC(F)(F)S([O-])(=O)=O.[Yb+3].FC(F)(F)S([O-])(=O)=O.FC(F)(F)S([O-])(=O)=O.[F:47][C:48]1[CH:55]=[CH:54][C:51]([CH:52]=O)=[CH:50][CH:49]=1. (3) Given the product [C:24]([C:21]1[CH:22]=[CH:23][C:18]([C:17]([NH:16][C:11]2[CH:12]=[CH:13][C:14]([CH3:15])=[C:9]([NH:8][C:33](=[O:34])[C:32]3[CH:36]=[CH:37][C:29]([CH2:28][Cl:27])=[CH:30][CH:31]=3)[CH:10]=2)=[O:26])=[CH:19][CH:20]=1)#[N:25], predict the reactants needed to synthesize it. The reactants are: C(N(CC)CC)C.[NH2:8][C:9]1[CH:10]=[C:11]([NH:16][C:17](=[O:26])[C:18]2[CH:23]=[CH:22][C:21]([C:24]#[N:25])=[CH:20][CH:19]=2)[CH:12]=[CH:13][C:14]=1[CH3:15].[Cl:27][CH2:28][C:29]1[CH:37]=[CH:36][C:32]([C:33](Cl)=[O:34])=[CH:31][CH:30]=1. (4) Given the product [CH3:58][O:59][C:60]([C:62]1([NH:67][C:19]([C:10]2[CH:11]=[CH:12][C:13]3[C:18](=[CH:17][CH:16]=[CH:15][CH:14]=3)[C:9]=2[O:8][CH2:7][C:6]2[CH:22]=[CH:23][C:3]([C:2]([F:1])([F:25])[F:24])=[CH:4][CH:5]=2)=[O:20])[CH2:66][CH:65]=[CH:64][CH2:63]1)=[O:61], predict the reactants needed to synthesize it. The reactants are: [F:1][C:2]([F:25])([F:24])[C:3]1[CH:23]=[CH:22][C:6]([CH2:7][O:8][C:9]2[C:18]3[C:13](=[CH:14][CH:15]=[CH:16][CH:17]=3)[CH:12]=[CH:11][C:10]=2[C:19](O)=[O:20])=[CH:5][CH:4]=1.ON1C2C=CC=CC=2N=N1.Cl.C(N=C=NCCCN(C)C)C.C(N(CC)C(C)C)(C)C.Cl.[CH3:58][O:59][C:60]([C:62]1([NH2:67])[CH2:66][CH:65]=[CH:64][CH2:63]1)=[O:61]. (5) The reactants are: [F:1][C:2]1([F:44])[CH2:7][CH2:6][C@@H:5]([NH:8][C:9](=[O:22])[C:10]2[CH:15]=[CH:14][C:13]([N:16]3[CH:20]=[CH:19][C:18]([CH3:21])=[N:17]3)=[CH:12][CH:11]=2)[C@@H:4]([C:23]([N:25]2[C:37]3[C:36]4[CH:35]=[C:34]([F:38])[CH:33]=[CH:32][C:31]=4[N:30]=[C:29]([C:39]4[NH:40][CH:41]=[CH:42][N:43]=4)[C:28]=3[CH2:27][CH2:26]2)=[O:24])[CH2:3]1.[ClH:45]. Given the product [ClH:45].[F:44][C:2]1([F:1])[CH2:7][CH2:6][C@@H:5]([NH:8][C:9](=[O:22])[C:10]2[CH:15]=[CH:14][C:13]([N:16]3[CH:20]=[CH:19][C:18]([CH3:21])=[N:17]3)=[CH:12][CH:11]=2)[C@@H:4]([C:23]([N:25]2[C:37]3[C:36]4[CH:35]=[C:34]([F:38])[CH:33]=[CH:32][C:31]=4[N:30]=[C:29]([C:39]4[NH:40][CH:41]=[CH:42][N:43]=4)[C:28]=3[CH2:27][CH2:26]2)=[O:24])[CH2:3]1, predict the reactants needed to synthesize it.